Dataset: Forward reaction prediction with 1.9M reactions from USPTO patents (1976-2016). Task: Predict the product of the given reaction. Given the reactants C([N:3]([CH2:17][CH3:18])[C:4](=[O:16])[C:5]1[CH:10]=[CH:9][CH:8]=[C:7]([O:11]COC)[C:6]=1[CH3:15])C.[N:19]1([CH2:24][CH2:25]CC#N)[CH2:23][CH2:22][CH2:21][CH2:20]1, predict the reaction product. The product is: [OH:11][C:7]1[CH:8]=[CH:9][CH:10]=[C:5]2[C:6]=1[CH:15]=[C:17]([CH2:18][CH2:25][CH2:24][N:19]1[CH2:23][CH2:22][CH2:21][CH2:20]1)[NH:3][C:4]2=[O:16].